This data is from Full USPTO retrosynthesis dataset with 1.9M reactions from patents (1976-2016). The task is: Predict the reactants needed to synthesize the given product. (1) Given the product [CH2:13]([C:15]1[N:16]([C:40]2[CH:45]=[CH:44][C:43]([O:46][CH2:47][CH3:48])=[CH:42][CH:41]=2)[C:17](=[O:39])[C:18]([CH2:24][C:25]2[CH:30]=[CH:29][C:28]([C:31]3[CH:36]=[CH:35][CH:34]=[CH:33][C:32]=3[C:37]3[NH:3][C:4](=[O:7])[O:5][N:38]=3)=[CH:27][CH:26]=2)=[C:19]([CH2:21][CH2:22][CH3:23])[N:20]=1)[CH3:14], predict the reactants needed to synthesize it. The reactants are: [Cl-].O[NH3+:3].[C:4](=[O:7])([O-])[OH:5].[Na+].CS(C)=O.[CH2:13]([C:15]1[N:16]([C:40]2[CH:45]=[CH:44][C:43]([O:46][CH2:47][CH3:48])=[CH:42][CH:41]=2)[C:17](=[O:39])[C:18]([CH2:24][C:25]2[CH:30]=[CH:29][C:28]([C:31]3[C:32]([C:37]#[N:38])=[CH:33][CH:34]=[CH:35][CH:36]=3)=[CH:27][CH:26]=2)=[C:19]([CH2:21][CH2:22][CH3:23])[N:20]=1)[CH3:14]. (2) Given the product [NH2:5][C:6]1[C:11]([NH2:12])=[C:10]([CH3:15])[CH:9]=[CH:8][N:7]=1, predict the reactants needed to synthesize it. The reactants are: C(O)(=O)C.[NH2:5][C:6]1[C:11]([N+:12]([O-])=O)=[C:10]([CH3:15])[CH:9]=[CH:8][N:7]=1.[H][H].